Dataset: Peptide-MHC class I binding affinity with 185,985 pairs from IEDB/IMGT. Task: Regression. Given a peptide amino acid sequence and an MHC pseudo amino acid sequence, predict their binding affinity value. This is MHC class I binding data. (1) The peptide sequence is YINMAWNLV. The MHC is HLA-B07:02 with pseudo-sequence HLA-B07:02. The binding affinity (normalized) is 0.0847. (2) The peptide sequence is HTKFWISDNT. The MHC is HLA-A02:01 with pseudo-sequence HLA-A02:01. The binding affinity (normalized) is 0. (3) The peptide sequence is HPVLVTATL. The MHC is HLA-B40:01 with pseudo-sequence HLA-B40:01. The binding affinity (normalized) is 0.213. (4) The peptide sequence is RRGGRWILA. The MHC is Mamu-B03 with pseudo-sequence Mamu-B03. The binding affinity (normalized) is 0.504. (5) The binding affinity (normalized) is 0.0847. The MHC is HLA-B27:05 with pseudo-sequence HLA-B27:05. The peptide sequence is EVAESVMFM. (6) The peptide sequence is IPPSFLQAM. The MHC is HLA-B53:01 with pseudo-sequence HLA-B53:01. The binding affinity (normalized) is 0.0641. (7) The binding affinity (normalized) is 0.482. The peptide sequence is IMVASDVCKK. The MHC is HLA-A31:01 with pseudo-sequence HLA-A31:01. (8) The binding affinity (normalized) is 0.660. The MHC is HLA-A23:01 with pseudo-sequence HLA-A23:01. The peptide sequence is TYNDHIVNL.